Dataset: Experimentally validated miRNA-target interactions with 360,000+ pairs, plus equal number of negative samples. Task: Binary Classification. Given a miRNA mature sequence and a target amino acid sequence, predict their likelihood of interaction. The miRNA is hsa-miR-6813-5p with sequence CAGGGGCUGGGGUUUCAGGUUCU. The protein sequence of the target gene is MSEAGGRGCGSPVPQRARWRLVAATAAFCLVSATSVWTAGAEPMSREEKQKLGNQVLEMFDHAYGNYMEHAYPADELMPLTCRGRVRGQEPSRGDVDDALGKFSLTLIDSLDTLVVLNKTKEFEDAVRKVLRDVNLDNDVVVSVFETNIRVLGGLLGGHSLAIMLKEKGEYMQWYNDELLQMAKQLGYKLLPAFNTTSGLPYPRINLKFGIRKPEARTGTETDTCTACAGTLILEFAALSRFTGATIFEEYARKALDFLWEKRQRSSNLVGVTINIHTGDWVRKDSGVGAGIDSYYEYLL.... Result: 0 (no interaction).